Dataset: Full USPTO retrosynthesis dataset with 1.9M reactions from patents (1976-2016). Task: Predict the reactants needed to synthesize the given product. Given the product [CH3:21][C:17]1([N:16]2[CH2:15][C:2]3([CH2:3][CH2:4][N:5]([C:8]([O:10][C:11]([CH3:13])([CH3:14])[CH3:12])=[O:9])[CH2:6][CH2:7]3)[O:1][CH2:30][C:31]2=[O:32])[CH2:18][CH2:19][CH2:20]1, predict the reactants needed to synthesize it. The reactants are: [OH:1][C:2]1([CH2:15][NH:16][C:17]2([CH3:21])[CH2:20][CH2:19][CH2:18]2)[CH2:7][CH2:6][N:5]([C:8]([O:10][C:11]([CH3:14])([CH3:13])[CH3:12])=[O:9])[CH2:4][CH2:3]1.C(N(CC)CC)C.Cl[CH2:30][C:31](Cl)=[O:32].[H-].[Na+].